Dataset: NCI-60 drug combinations with 297,098 pairs across 59 cell lines. Task: Regression. Given two drug SMILES strings and cell line genomic features, predict the synergy score measuring deviation from expected non-interaction effect. (1) Drug 1: CN1CCC(CC1)COC2=C(C=C3C(=C2)N=CN=C3NC4=C(C=C(C=C4)Br)F)OC. Drug 2: C1CNP(=O)(OC1)N(CCCl)CCCl. Cell line: HCC-2998. Synergy scores: CSS=2.82, Synergy_ZIP=0.0678, Synergy_Bliss=0.268, Synergy_Loewe=-4.56, Synergy_HSA=-0.0935. (2) Drug 1: CC1=C2C(C(=O)C3(C(CC4C(C3C(C(C2(C)C)(CC1OC(=O)C(C(C5=CC=CC=C5)NC(=O)OC(C)(C)C)O)O)OC(=O)C6=CC=CC=C6)(CO4)OC(=O)C)OC)C)OC. Drug 2: CC(C)CN1C=NC2=C1C3=CC=CC=C3N=C2N. Cell line: SN12C. Synergy scores: CSS=67.9, Synergy_ZIP=19.5, Synergy_Bliss=18.3, Synergy_Loewe=-8.88, Synergy_HSA=18.3. (3) Drug 1: COC1=C(C=C2C(=C1)N=CN=C2NC3=CC(=C(C=C3)F)Cl)OCCCN4CCOCC4. Drug 2: C1C(C(OC1N2C=C(C(=O)NC2=O)F)CO)O. Cell line: MCF7. Synergy scores: CSS=47.1, Synergy_ZIP=13.3, Synergy_Bliss=12.8, Synergy_Loewe=17.4, Synergy_HSA=18.1. (4) Drug 1: C1CCC(C1)C(CC#N)N2C=C(C=N2)C3=C4C=CNC4=NC=N3. Drug 2: CC1=C(C=C(C=C1)C(=O)NC2=CC(=CC(=C2)C(F)(F)F)N3C=C(N=C3)C)NC4=NC=CC(=N4)C5=CN=CC=C5. Cell line: UO-31. Synergy scores: CSS=11.8, Synergy_ZIP=-4.55, Synergy_Bliss=-2.06, Synergy_Loewe=-2.14, Synergy_HSA=-1.66. (5) Drug 1: C1=CN(C=N1)CC(O)(P(=O)(O)O)P(=O)(O)O. Drug 2: C1C(C(OC1N2C=NC3=C2NC=NCC3O)CO)O. Cell line: BT-549. Synergy scores: CSS=2.03, Synergy_ZIP=6.34, Synergy_Bliss=0.811, Synergy_Loewe=-2.38, Synergy_HSA=-1.58. (6) Drug 1: C1CN(CCN1C(=O)CCBr)C(=O)CCBr. Drug 2: COC1=C2C(=CC3=C1OC=C3)C=CC(=O)O2. Cell line: DU-145. Synergy scores: CSS=51.2, Synergy_ZIP=2.13, Synergy_Bliss=2.71, Synergy_Loewe=-3.11, Synergy_HSA=2.05. (7) Drug 1: CN(CCCl)CCCl.Cl. Drug 2: C1CN(P(=O)(OC1)NCCCl)CCCl. Cell line: NCI-H522. Synergy scores: CSS=25.3, Synergy_ZIP=-1.94, Synergy_Bliss=-3.77, Synergy_Loewe=-23.3, Synergy_HSA=-2.75. (8) Drug 2: C1=C(C(=O)NC(=O)N1)F. Cell line: OVCAR-4. Drug 1: CC1OCC2C(O1)C(C(C(O2)OC3C4COC(=O)C4C(C5=CC6=C(C=C35)OCO6)C7=CC(=C(C(=C7)OC)O)OC)O)O. Synergy scores: CSS=46.9, Synergy_ZIP=2.19, Synergy_Bliss=2.36, Synergy_Loewe=2.55, Synergy_HSA=5.00.